This data is from Full USPTO retrosynthesis dataset with 1.9M reactions from patents (1976-2016). The task is: Predict the reactants needed to synthesize the given product. (1) Given the product [OH:15][CH2:14][CH:2]1[CH2:3][N:4]([C:7]([O:9][C:10]([CH3:12])([CH3:13])[CH3:11])=[O:8])[CH2:5][CH2:6][N:1]1[C:18]([O:20][C:21]([CH3:24])([CH3:23])[CH3:22])=[O:19], predict the reactants needed to synthesize it. The reactants are: [N:1]1([C:18]([O:20][C:21]([CH3:24])([CH3:23])[CH3:22])=[O:19])[CH2:6][CH2:5][N:4]([C:7]([O:9][C:10]([CH3:13])([CH3:12])[CH3:11])=[O:8])[CH2:3][CH:2]1[C:14](OC)=[O:15].[Cl-].[Cl-].[Ca+2].[BH4-].[Na+]. (2) Given the product [CH:25]1([NH:24][C:12](=[O:14])[C:11]2[CH:16]=[CH:17][C:18]([CH3:19])=[C:9]([N:4]3[CH:5]=[CH:6][N:7]=[C:2]([NH:30][C@@H:31]([C:48]4[CH:49]=[CH:50][CH:51]=[CH:52][CH:53]=4)[CH:32]4[CH2:33][CH2:34][NH:35][CH2:36][CH2:37]4)[C:3]3=[O:20])[CH:10]=2)[CH2:27][CH2:26]1.[CH:54]1([NH:57][C:12]([C:11]2[CH:16]=[CH:17][C:18]([CH3:19])=[C:9]([N:4]3[CH:5]=[CH:6][N:7]=[C:2]([NH:30][C@@H:31]([C:48]4[CH:49]=[CH:50][CH:51]=[CH:52][CH:53]=4)[CH:32]4[CH2:37][CH2:36][N:35]([C:38]([O:40][C:41]5[CH:42]=[CH:43][CH:44]=[CH:45][CH:46]=5)=[O:39])[CH2:34][CH2:33]4)[C:3]3=[O:20])[CH:10]=2)=[O:14])[CH2:56][CH2:55]1, predict the reactants needed to synthesize it. The reactants are: Br[C:2]1[C:3](=[O:20])[N:4]([C:9]2[CH:10]=[C:11]([CH:16]=[CH:17][C:18]=2[CH3:19])[C:12]([O:14]C)=O)[CH:5]=[C:6](Br)[N:7]=1.C([N:24](CC)[CH:25]([CH3:27])[CH3:26])(C)C.[NH2:30][C@@H:31]([C:48]1[CH:53]=[CH:52][CH:51]=[CH:50][CH:49]=1)[CH:32]1[CH2:37][CH2:36][N:35]([C:38]([O:40][CH2:41][C:42]2C=[CH:46][CH:45]=[CH:44][CH:43]=2)=[O:39])[CH2:34][CH2:33]1.[CH:54]1([NH2:57])[CH2:56][CH2:55]1.C1([Mg]Br)CCCC1. (3) Given the product [CH3:13][CH:14]1[NH:24][CH:20]([C:21]([OH:23])=[O:22])[CH2:18][CH2:19]1, predict the reactants needed to synthesize it. The reactants are: COC(N[C@@H](C(C)C)C(O)=O)=O.[CH3:13][C@@H:14]1[CH2:19][CH:18]([C@H:20]([NH:24]C(OC)=O)[C:21]([OH:23])=[O:22])C[C@@H](C)O1. (4) Given the product [N+:23]([C:20]1[CH:21]=[CH:22][C:17]([CH2:16][N:1]2[CH2:2][CH2:3][CH:4]([NH:7][C:8](=[O:14])[O:9][C:10]([CH3:11])([CH3:13])[CH3:12])[CH2:5][CH2:6]2)=[CH:18][CH:19]=1)([O-:25])=[O:24], predict the reactants needed to synthesize it. The reactants are: [NH:1]1[CH2:6][CH2:5][CH:4]([NH:7][C:8](=[O:14])[O:9][C:10]([CH3:13])([CH3:12])[CH3:11])[CH2:3][CH2:2]1.Br[CH2:16][C:17]1[CH:22]=[CH:21][C:20]([N+:23]([O-:25])=[O:24])=[CH:19][CH:18]=1.C([O-])([O-])=O.[K+].[K+].O.